This data is from Catalyst prediction with 721,799 reactions and 888 catalyst types from USPTO. The task is: Predict which catalyst facilitates the given reaction. (1) Reactant: [Cl:1][C:2]1[CH:17]=[C:16]([CH:18]2OCC[O:19]2)[CH:15]=[CH:14][C:3]=1[O:4][C:5]1[CH:6]=[CH:7][C:8]([C:11]([NH2:13])=[O:12])=[N:9][CH:10]=1. Product: [Cl:1][C:2]1[CH:17]=[C:16]([CH:18]=[O:19])[CH:15]=[CH:14][C:3]=1[O:4][C:5]1[CH:6]=[CH:7][C:8]([C:11]([NH2:13])=[O:12])=[N:9][CH:10]=1. The catalyst class is: 106. (2) Reactant: [OH-].[Na+].[N+:3]([C:6]1[CH:14]=[CH:13][CH:12]=[C:11]2[C:7]=1[CH:8]=[N:9][NH:10]2)([O-:5])=[O:4].[Cl:15][O-].[Na+].Cl. Product: [Cl:15][C:8]1[C:7]2[C:11](=[CH:12][CH:13]=[CH:14][C:6]=2[N+:3]([O-:5])=[O:4])[NH:10][N:9]=1. The catalyst class is: 6. (3) Reactant: Cl.[NH2:2][OH:3].[OH-].[K+].[Cl:6][CH2:7][C:8]([NH:10][C:11]1[CH:12]=[N:13][C:14]([C:17]#[N:18])=[CH:15][CH:16]=1)=[O:9]. Product: [Cl:6][CH2:7][C:8]([NH:10][C:11]1[CH:12]=[N:13][C:14]([C:17](=[N:2][OH:3])[NH2:18])=[CH:15][CH:16]=1)=[O:9]. The catalyst class is: 5. (4) Reactant: [CH3:1][C:2]1[O:6][C:5]([CH:7]([NH2:13])[C:8]2([CH3:12])[CH2:11][O:10][CH2:9]2)=[CH:4][CH:3]=1.C([O:16][C:17]1[C:20](=[O:21])[C:19](=O)[C:18]=1[NH:23][C:24]1[C:25]([OH:35])=[C:26]([CH:32]=[CH:33][CH:34]=1)[C:27]([N:29]([CH3:31])[CH3:30])=[O:28])C. Product: [OH:35][C:25]1[C:24]([NH:23][C:18]2[C:17](=[O:16])[C:20](=[O:21])[C:19]=2[NH:13][CH:7]([C:5]2[O:6][C:2]([CH3:1])=[CH:3][CH:4]=2)[C:8]2([CH3:12])[CH2:9][O:10][CH2:11]2)=[CH:34][CH:33]=[C:32]2[C:26]=1[C:27](=[O:28])[N:29]([CH3:31])[CH2:30]2. The catalyst class is: 5. (5) Reactant: [C:1]([O:5][C:6]([N:8]([C:16]1[C:21]([C:22]2[O:26][N:25]=[C:24]([CH2:27]O)[CH:23]=2)=[CH:20][CH:19]=[CH:18][N:17]=1)[C:9]([O:11][C:12]([CH3:15])([CH3:14])[CH3:13])=[O:10])=[O:7])([CH3:4])([CH3:3])[CH3:2].C(N(CC)CC)C.COCCOC.P(Br)(Br)[Br:43]. Product: [C:1]([O:5][C:6]([N:8]([C:16]1[C:21]([C:22]2[O:26][N:25]=[C:24]([CH2:27][Br:43])[CH:23]=2)=[CH:20][CH:19]=[CH:18][N:17]=1)[C:9]([O:11][C:12]([CH3:15])([CH3:14])[CH3:13])=[O:10])=[O:7])([CH3:4])([CH3:3])[CH3:2]. The catalyst class is: 6.